From a dataset of Reaction yield outcomes from USPTO patents with 853,638 reactions. Predict the reaction yield, written as a fraction of the theoretical maximum amount of product (1.0 means a 100% yield; for example, 0.34 means a 34% yield). (1) The reactants are [N+:1]([C:4]1[CH:5]=[C:6]([C:10]2[O:14][CH:13]=[N:12][CH:11]=2)[CH:7]=[CH:8][CH:9]=1)([O-])=O.[OH-].[Na+]. The catalyst is [Zn].C(O)(C(F)(F)F)=O. The product is [O:14]1[C:10]([C:6]2[CH:5]=[C:4]([NH2:1])[CH:9]=[CH:8][CH:7]=2)=[CH:11][N:12]=[CH:13]1.[NH2:1][C:4]1[CH:5]=[CH:6][CH:7]=[CH:8][CH:9]=1. The yield is 0.830. (2) The reactants are [CH:1]1([O:4][C:5]2[CH:6]=[C:7]([C:15]3[N:32](COCC[Si](C)(C)C)[C:18]4[CH:19]=[N:20][N:21]([CH2:24][O:25][CH2:26][CH2:27][Si:28]([CH3:31])([CH3:30])[CH3:29])[C:22](=[O:23])[C:17]=4[C:16]=3[CH2:41][O:42][CH2:43][CH:44]([CH3:46])[CH3:45])[CH:8]=[CH:9][C:10]=2[O:11][CH:12]([F:14])[F:13])[CH2:3][CH2:2]1.C1(OC2C=C(C3N(COCC[Si](C)(C)C)C4C=NN(COCC[Si](C)(C)C)C(=O)C=4C=3C)C=CC=2OC(F)F)CC1. No catalyst specified. The product is [CH:1]1([O:4][C:5]2[CH:6]=[C:7]([C:15]3[NH:32][C:18]4[CH:19]=[N:20][N:21]([CH2:24][O:25][CH2:26][CH2:27][Si:28]([CH3:30])([CH3:31])[CH3:29])[C:22](=[O:23])[C:17]=4[C:16]=3[CH2:41][O:42][CH2:43][CH:44]([CH3:46])[CH3:45])[CH:8]=[CH:9][C:10]=2[O:11][CH:12]([F:14])[F:13])[CH2:3][CH2:2]1. The yield is 0.770. (3) The reactants are ClC(Cl)(Cl)[C:3]([C:5]1[NH:6][C:7]2[CH2:8][CH2:9][CH2:10][CH2:11][C:12]=2[CH:13]=1)=[O:4].[O-][CH2:17][CH3:18].[Na+].C([OH:22])C. No catalyst specified. The product is [NH:6]1[C:7]2[CH2:8][CH2:9][CH2:10][CH2:11][C:12]=2[CH:13]=[C:5]1[C:3]([O:4][CH2:17][CH3:18])=[O:22]. The yield is 1.00. (4) The reactants are [Cl:1][CH2:2][C:3]1[CH:4]=[C:5]([N:13]2[C:17]([C:18]3[CH:23]=[CH:22][C:21]([C:24]4[O:25][CH:26]=[CH:27][CH:28]=4)=[CH:20][CH:19]=3)=[CH:16][C:15]([C:29]([F:32])([F:31])[F:30])=[N:14]2)[CH:6]=[CH:7][C:8]=1[S:9]([CH3:12])(=[O:11])=[O:10].[CH3:33][NH2:34].C([O-])([O-])=O.[K+].[K+]. The catalyst is C1COCC1. The product is [ClH:1].[O:25]1[CH:26]=[CH:27][CH:28]=[C:24]1[C:21]1[CH:22]=[CH:23][C:18]([C:17]2[N:13]([C:5]3[CH:6]=[CH:7][C:8]([S:9]([CH3:12])(=[O:10])=[O:11])=[C:3]([CH:4]=3)[CH2:2][NH:34][CH3:33])[N:14]=[C:15]([C:29]([F:31])([F:32])[F:30])[CH:16]=2)=[CH:19][CH:20]=1. The yield is 0.590. (5) The reactants are ClC(Cl)(Cl)C([N:5]1[CH2:10][CH2:9][N:8]([C:11]2[CH:16]=[C:15]([S:17]([N:20]3[C:28]4[C:23](=[CH:24][CH:25]=[C:26]([Cl:29])[CH:27]=4)[C:22]([CH3:30])=[CH:21]3)(=[O:19])=[O:18])[CH:14]=[CH:13][C:12]=2[O:31][CH3:32])[CH2:7][CH2:6]1)=O.[OH-].[K+]. The catalyst is C1COCC1. The product is [Cl:29][C:26]1[CH:27]=[C:28]2[C:23]([C:22]([CH3:30])=[CH:21][N:20]2[S:17]([C:15]2[CH:14]=[CH:13][C:12]([O:31][CH3:32])=[C:11]([N:8]3[CH2:7][CH2:6][NH:5][CH2:10][CH2:9]3)[CH:16]=2)(=[O:19])=[O:18])=[CH:24][CH:25]=1. The yield is 0.884. (6) The reactants are [CH3:1][O:2][C:3]1[CH:4]=[C:5]([OH:11])[CH:6]=[CH:7][C:8]=1[O:9][CH3:10].F[C:13]1[CH:18]=[CH:17][CH:16]=[CH:15][C:14]=1[N+:19]([O-:21])=[O:20].[CH3:22][O:23][C:24]1[CH:25]=[C:26]([CH:35]=[CH:36][C:37]=1[O:38][CH3:39])[O:27][C:28]1[CH:34]=[CH:33][CH:32]=[CH:31][C:29]=1[NH2:30].[NH2:40][C:41]1[S:42][CH:43]=[CH:44][N:45]=1. No catalyst specified. The product is [CH3:1][O:2][C:3]1[CH:4]=[C:5]([CH:6]=[CH:7][C:8]=1[O:9][CH3:10])[O:11][C:13]1[CH:18]=[CH:17][CH:16]=[CH:15][C:14]=1[N+:19]([O-:21])=[O:20].[CH3:22][O:23][C:24]1[CH:25]=[C:26]([CH:35]=[CH:36][C:37]=1[O:38][CH3:39])[O:27][C:28]1[CH:34]=[CH:33][CH:32]=[CH:31][C:29]=1[NH:30][C:5]([NH:40][C:41]1[S:42][CH:43]=[CH:44][N:45]=1)=[O:11]. The yield is 0.680. (7) The reactants are [CH3:1][NH:2][C:3]1[CH:8]=[CH:7][C:6]([CH:9]2[CH2:27][N:13]3[C:14](=[O:26])[NH:15][C:16]4[CH:17]=[C:18]([C:22]([O:24][CH3:25])=[O:23])[CH:19]=[CH:20][C:21]=4[C:12]3=[N:11][CH2:10]2)=[CH:5][CH:4]=1.[F:28][C:29]1[CH:34]=[CH:33][C:32]([C:35]([F:38])([F:37])[F:36])=[CH:31][C:30]=1[N:39]=[C:40]=[O:41]. The catalyst is C1COCC1. The product is [F:28][C:29]1[CH:34]=[CH:33][C:32]([C:35]([F:38])([F:37])[F:36])=[CH:31][C:30]=1[NH:39][C:40]([N:2]([CH3:1])[C:3]1[CH:8]=[CH:7][C:6]([CH:9]2[CH2:27][N:13]3[C:14](=[O:26])[NH:15][C:16]4[CH:17]=[C:18]([C:22]([O:24][CH3:25])=[O:23])[CH:19]=[CH:20][C:21]=4[C:12]3=[N:11][CH2:10]2)=[CH:5][CH:4]=1)=[O:41]. The yield is 0.800.